From a dataset of Reaction yield outcomes from USPTO patents with 853,638 reactions. Predict the reaction yield, written as a fraction of the theoretical maximum amount of product (1.0 means a 100% yield; for example, 0.34 means a 34% yield). The reactants are [C:1](/[C:3](=[C:9](\OCC)/[CH3:10])/[C:4]([O:6][CH2:7][CH3:8])=O)#[N:2].[OH2:14].[NH2:15][NH2:16]. The catalyst is C(O)(=O)C. The product is [NH2:2][C:1]1[NH:16][N:15]=[C:9]([CH3:10])[C:3]=1[C:4]([O:6][CH2:7][CH3:8])=[O:14]. The yield is 0.520.